This data is from Full USPTO retrosynthesis dataset with 1.9M reactions from patents (1976-2016). The task is: Predict the reactants needed to synthesize the given product. Given the product [CH2:1]=[C:2]1[CH2:6][CH2:5][C:4]([CH2:11][CH2:12][CH2:13][N:15]=[N+:16]=[N-:17])([C:7]([O:9][CH3:10])=[O:8])[CH2:3]1, predict the reactants needed to synthesize it. The reactants are: [CH2:1]=[C:2]1[CH2:6][CH2:5][C:4]([CH2:11][CH2:12][CH2:13]Br)([C:7]([O:9][CH3:10])=[O:8])[CH2:3]1.[N-:15]=[N+:16]=[N-:17].[Na+].